Dataset: NCI-60 drug combinations with 297,098 pairs across 59 cell lines. Task: Regression. Given two drug SMILES strings and cell line genomic features, predict the synergy score measuring deviation from expected non-interaction effect. (1) Drug 1: C1=NC2=C(N1)C(=S)N=C(N2)N. Drug 2: C1C(C(OC1N2C=NC3=C(N=C(N=C32)Cl)N)CO)O. Cell line: MDA-MB-231. Synergy scores: CSS=24.2, Synergy_ZIP=-11.2, Synergy_Bliss=-7.72, Synergy_Loewe=-6.67, Synergy_HSA=-6.09. (2) Drug 1: CN1CCC(CC1)COC2=C(C=C3C(=C2)N=CN=C3NC4=C(C=C(C=C4)Br)F)OC. Drug 2: CCN(CC)CCNC(=O)C1=C(NC(=C1C)C=C2C3=C(C=CC(=C3)F)NC2=O)C. Cell line: COLO 205. Synergy scores: CSS=-7.07, Synergy_ZIP=4.35, Synergy_Bliss=4.35, Synergy_Loewe=-5.66, Synergy_HSA=-4.62. (3) Drug 1: CS(=O)(=O)C1=CC(=C(C=C1)C(=O)NC2=CC(=C(C=C2)Cl)C3=CC=CC=N3)Cl. Drug 2: COC1=CC(=CC(=C1O)OC)C2C3C(COC3=O)C(C4=CC5=C(C=C24)OCO5)OC6C(C(C7C(O6)COC(O7)C8=CC=CS8)O)O. Cell line: NCI-H460. Synergy scores: CSS=45.5, Synergy_ZIP=3.35, Synergy_Bliss=4.37, Synergy_Loewe=-12.9, Synergy_HSA=5.24. (4) Drug 1: CC1C(C(CC(O1)OC2CC(CC3=C2C(=C4C(=C3O)C(=O)C5=C(C4=O)C(=CC=C5)OC)O)(C(=O)C)O)N)O.Cl. Drug 2: C1=NNC2=C1C(=O)NC=N2. Cell line: IGROV1. Synergy scores: CSS=32.0, Synergy_ZIP=-7.95, Synergy_Bliss=0.714, Synergy_Loewe=-20.6, Synergy_HSA=0.858. (5) Drug 1: CN(CC1=CN=C2C(=N1)C(=NC(=N2)N)N)C3=CC=C(C=C3)C(=O)NC(CCC(=O)O)C(=O)O. Drug 2: CCCCCOC(=O)NC1=NC(=O)N(C=C1F)C2C(C(C(O2)C)O)O. Cell line: SF-295. Synergy scores: CSS=20.8, Synergy_ZIP=2.33, Synergy_Bliss=1.82, Synergy_Loewe=-50.3, Synergy_HSA=-3.60. (6) Drug 1: CC1=C2C(C(=O)C3(C(CC4C(C3C(C(C2(C)C)(CC1OC(=O)C(C(C5=CC=CC=C5)NC(=O)OC(C)(C)C)O)O)OC(=O)C6=CC=CC=C6)(CO4)OC(=O)C)OC)C)OC. Drug 2: C1=NC2=C(N1)C(=S)N=CN2. Cell line: HOP-92. Synergy scores: CSS=22.8, Synergy_ZIP=-16.1, Synergy_Bliss=-25.2, Synergy_Loewe=-20.2, Synergy_HSA=-18.9. (7) Drug 1: CC1=C(C=C(C=C1)NC(=O)C2=CC=C(C=C2)CN3CCN(CC3)C)NC4=NC=CC(=N4)C5=CN=CC=C5. Drug 2: CC1=C(C=C(C=C1)C(=O)NC2=CC(=CC(=C2)C(F)(F)F)N3C=C(N=C3)C)NC4=NC=CC(=N4)C5=CN=CC=C5. Cell line: UO-31. Synergy scores: CSS=0.461, Synergy_ZIP=0.884, Synergy_Bliss=0.694, Synergy_Loewe=-0.834, Synergy_HSA=-1.84. (8) Drug 1: CN(C)N=NC1=C(NC=N1)C(=O)N. Drug 2: CC1=C(C(=O)C2=C(C1=O)N3CC4C(C3(C2COC(=O)N)OC)N4)N. Cell line: OVCAR-5. Synergy scores: CSS=21.2, Synergy_ZIP=-11.4, Synergy_Bliss=-10.1, Synergy_Loewe=-37.5, Synergy_HSA=-10.4. (9) Drug 1: C1=NC2=C(N=C(N=C2N1C3C(C(C(O3)CO)O)F)Cl)N. Drug 2: C1=CC=C(C=C1)NC(=O)CCCCCCC(=O)NO. Cell line: K-562. Synergy scores: CSS=18.8, Synergy_ZIP=-4.20, Synergy_Bliss=-0.423, Synergy_Loewe=0.192, Synergy_HSA=1.20.